From a dataset of Choline transporter screen with 302,306 compounds. Binary Classification. Given a drug SMILES string, predict its activity (active/inactive) in a high-throughput screening assay against a specified biological target. (1) The molecule is BrC=1C(=O)/C(=C\Nc2cccnc2)C=C(Br)C1. The result is 1 (active). (2) The molecule is Clc1cc(N(S(=O)(=O)c2ccccc2)CC(=O)NCc2ncccc2)ccc1C. The result is 0 (inactive). (3) The molecule is ClCC(=O)Nc1ccc(c2ccccc2)cc1. The result is 0 (inactive). (4) The molecule is O=C(N1CCCCCC1)Cn1c(cc(=O)n(c1=O)C)C. The result is 0 (inactive). (5) The molecule is O1OC2(OC3OC(OC(=O)CCC(=O)NCCCC(=O)NC(C(CC)C)C(O)=O)C(C4C13C(C(CC4)C)CC2)C)C. The result is 0 (inactive). (6) The drug is Clc1ccc(N2CC(=O)N(NC(=O)CN3CCc4c3cccc4)CC2=O)cc1. The result is 0 (inactive). (7) The compound is S1(=O)(=O)CC(N(C(=O)CN2C(=O)C(/SC2=S)=C/c2cc(OC)ccc2)C)CC1. The result is 0 (inactive). (8) The compound is Fc1c(C(=O)Nc2ccc(NC(=O)c3c(F)cccc3)cc2)cccc1. The result is 0 (inactive). (9) The compound is o1c2c(cc1/C(=N\NC(=O)c1ccc(O)cc1)C)cccc2. The result is 0 (inactive).